From a dataset of Catalyst prediction with 721,799 reactions and 888 catalyst types from USPTO. Predict which catalyst facilitates the given reaction. (1) Reactant: Br[C:2]1[C:11]2[C:6](=[CH:7][C:8]([F:13])=[CH:9][C:10]=2[F:12])[N:5]=[C:4]([N:14]2[CH2:19][CH2:18][N:17]([CH2:20][CH3:21])[C:16](=[O:22])[CH2:15]2)[C:3]=1[CH3:23].[O:24]1[CH2:29][CH2:28][N:27]([C:30]2[CH:31]=[C:32]([NH2:36])[CH:33]=[N:34][CH:35]=2)[CH2:26][CH2:25]1. The catalyst class is: 11. Product: [F:12][C:10]1[CH:9]=[C:8]([F:13])[CH:7]=[C:6]2[C:11]=1[C:2]([NH:36][C:32]1[CH:33]=[N:34][CH:35]=[C:30]([N:27]3[CH2:28][CH2:29][O:24][CH2:25][CH2:26]3)[CH:31]=1)=[C:3]([CH3:23])[C:4]([N:14]1[CH2:19][CH2:18][N:17]([CH2:20][CH3:21])[C:16](=[O:22])[CH2:15]1)=[N:5]2. (2) Reactant: I[C:2]1[CH:10]=[CH:9][C:8]([CH2:11][N:12]2[CH2:17][CH2:16][O:15][CH2:14][CH2:13]2)=[C:7]2[C:3]=1[C:4]([NH2:18])=[N:5][NH:6]2.CC1(C)C(C)(C)OB([C:27]2[CH:32]=[CH:31][C:30]([NH:33][C:34]([NH:36][C:37]3[CH:42]=[CH:41][CH:40]=[C:39]([C:43]([F:46])([F:45])[F:44])[CH:38]=3)=[O:35])=[CH:29][CH:28]=2)O1.C([O-])([O-])=O.[Na+].[Na+]. Product: [NH2:18][C:4]1[C:3]2[C:7](=[C:8]([CH2:11][N:12]3[CH2:17][CH2:16][O:15][CH2:14][CH2:13]3)[CH:9]=[CH:10][C:2]=2[C:27]2[CH:28]=[CH:29][C:30]([NH:33][C:34]([NH:36][C:37]3[CH:42]=[CH:41][CH:40]=[C:39]([C:43]([F:44])([F:45])[F:46])[CH:38]=3)=[O:35])=[CH:31][CH:32]=2)[NH:6][N:5]=1. The catalyst class is: 460.